Dataset: Peptide-MHC class II binding affinity with 134,281 pairs from IEDB. Task: Regression. Given a peptide amino acid sequence and an MHC pseudo amino acid sequence, predict their binding affinity value. This is MHC class II binding data. (1) The peptide sequence is EAAAIFMTATPPGTA. The MHC is DRB5_0101 with pseudo-sequence DRB5_0101. The binding affinity (normalized) is 0.276. (2) The peptide sequence is FGQNTSAIAAAEAQY. The MHC is HLA-DPA10301-DPB10402 with pseudo-sequence HLA-DPA10301-DPB10402. The binding affinity (normalized) is 0.0927. (3) The peptide sequence is RIFGRRSIPVNEALA. The MHC is DRB1_1301 with pseudo-sequence DRB1_1301. The binding affinity (normalized) is 0.851. (4) The peptide sequence is GATEIQMSSGNLLFT. The MHC is DRB1_0301 with pseudo-sequence DRB1_0301. The binding affinity (normalized) is 0.663.